This data is from Experimentally validated miRNA-target interactions with 360,000+ pairs, plus equal number of negative samples. The task is: Binary Classification. Given a miRNA mature sequence and a target amino acid sequence, predict their likelihood of interaction. (1) The miRNA is mmu-miR-495-3p with sequence AAACAAACAUGGUGCACUUCUU. The protein sequence of the target gene is MRLLLLLLVAASAVVRSEASANLGGVPSKRLKMQYATGPLLKFQICVSUGYRRVFEEYMRVISQRYPDIRIEGENYLPQPIYRHIASFLSVFKLVLIGLIIVGKDPFAFFGMQAPSIWQWGQENKVYACMMVFFLSNMIENQCMSTGAFEITLNDVPVWSKLESGHLPSMQQLVQILDNEMKLNVHMDSIPHHRS. Result: 0 (no interaction). (2) The miRNA is hsa-miR-5698 with sequence UGGGGGAGUGCAGUGAUUGUGG. The protein sequence of the target gene is MEEFRRSYSRLCRESGAEPQEAVLQQLHQLPRGRLDLATQSLTVETCRALGKLLPRETLCTELVLSDCMLSEEGATLLLRGLCANTVLRFLDLKGNNLRAAGAEALGKLLQQNKSIQSLTLEWNSLGTWDDAFATFCGGLAANGALQRLDLRNNQISHKGAEELALALKGNTTLQQLDLRWNNVGLLGGRALMNCLPSNRTLWRLDLAGNNIPGDVLRAVEQAMGHSQDRLTTFQENQARTHVLSKEVQHLREEKSKQFLDLMETIDKQREEMAKSSRASAARVGQLQEALNERHSIINA.... Result: 1 (interaction). (3) Result: 0 (no interaction). The protein sequence of the target gene is MAAAIASSLIRQKRQARESNSDRVSASKRRSSPSKDGRSLCERHVLGVFSKVRFCSGRKRPVRRRPEPQLKGIVTRLFSQQGYFLQMHPDGTIDGTKDENSDYTLFNLIPVGLRVVAIQGVKASLYVAMNGEGYLYSSDVFTPECKFKESVFENYYVIYSSTLYRQQESGRAWFLGLNKEGQIMKGNRVKKTKPSSHFVPKPIEVCMYREPSLHEIGEKQGRSRKSSGTPTMNGGKVVNQDST. The miRNA is mmu-miR-449a-5p with sequence UGGCAGUGUAUUGUUAGCUGGU. (4) The miRNA is hsa-miR-554 with sequence GCUAGUCCUGACUCAGCCAGU. The protein sequence of the target gene is MSGGEQKPERYYVGVDVGTGSVRAALVDQSGVLLAFADQPIKNWEPQFNHHEQSSEDIWAACCVVTKKVVQGIDLNQIRGLGFDATCSLVVLDKQFHPLPVNQEGDSHRNVIMWLDHRAVSQVNRINETKHSVLQYVGGVMSVEMQAPKLLWLKENLREICWDKAGHFFDLPDFLSWKATGVTARSLCSLVCKWTYSAEKGWDDSFWKMIGLEDFVADNYSKIGNQVLPPGASLGNGLTPEAARDLGLLPGIAVAASLIDAHAGGLGVIGADVRGHGLICEGQPVTSRLAVICGTSSCHM.... Result: 0 (no interaction). (5) The miRNA is hsa-miR-449b-3p with sequence CAGCCACAACUACCCUGCCACU. The protein sequence of the target gene is MDRGRPAGSPLSASAEPAPLAAAIRDSRPGRTGPGPAGPGGGSRSGSGRPAAANAARERSRVQTLRHAFLELQRTLPSVPPDTKLSKLDVLLLATTYIAHLTRSLQDDAEAPADAGLGALRGDGYLHPVKKWPMRSRLYIGATGQFLKHSVSGEKTNHDNTPTDSQP. Result: 1 (interaction). (6) The miRNA is hsa-miR-3923 with sequence AACUAGUAAUGUUGGAUUAGGG. The protein sequence of the target gene is MHRDAWLPRPAFSLTGLSLFFSLVPPGRSMEVTAPTTLSVLNGSDTRLPCTFNSCYTVNHKQFSLNWTYQECNNCTEEMFLQFRMKIINLKLERFGDRVEFSGNPSKYDVSVTLKNVQLEDEGIYNCYITNPPDRHRGHGKIYLQVLLEVPPERDSTVAVIVGASVGGFLAVVILVLMVVKCVRRKKEQKLSTDDLKTEEEGKMDGEGNAEDGTK. Result: 0 (no interaction).